Dataset: Full USPTO retrosynthesis dataset with 1.9M reactions from patents (1976-2016). Task: Predict the reactants needed to synthesize the given product. (1) Given the product [CH2:33]([O:24][C:23](=[O:25])[C:22]1[CH:21]=[CH:20][C:19]([NH:18][C:16](=[O:17])[C:15]2[CH:28]=[CH:29][CH:30]=[C:13]([NH:12][S:9]([C:5]3[CH:6]=[CH:7][CH:8]=[C:3]([O:2][CH3:1])[CH:4]=3)(=[O:10])=[O:11])[CH:14]=2)=[CH:27][CH:26]=1)[CH3:38], predict the reactants needed to synthesize it. The reactants are: [CH3:1][O:2][C:3]1[CH:4]=[C:5]([S:9]([NH:12][C:13]2[CH:14]=[C:15]([CH:28]=[CH:29][CH:30]=2)[C:16]([NH:18][C:19]2[CH:27]=[CH:26][C:22]([C:23]([OH:25])=[O:24])=[CH:21][CH:20]=2)=[O:17])(=[O:11])=[O:10])[CH:6]=[CH:7][CH:8]=1.CO[C:33]1C=C(S(Cl)(=O)=O)C=C[CH:38]=1. (2) Given the product [O:50]1[CH2:54][CH2:53][CH:52]([CH2:55][NH:56][C:13]([C:10]2[CH:9]=[C:8]([CH2:7][O:6][C:5]3[CH:16]=[CH:17][CH:18]=[C:3]([C:2]([F:1])([F:20])[F:19])[CH:4]=3)[O:12][N:11]=2)=[O:15])[CH2:51]1, predict the reactants needed to synthesize it. The reactants are: [F:1][C:2]([F:20])([F:19])[C:3]1[CH:4]=[C:5]([CH:16]=[CH:17][CH:18]=1)[O:6][CH2:7][C:8]1[O:12][N:11]=[C:10]([C:13]([OH:15])=O)[CH:9]=1.C(N(CC)CC)C.Cl.C(N=C=NCCCN(C)C)C.ON1C2C=CC=CC=2N=N1.[O:50]1[CH2:54][CH2:53][CH:52]([CH2:55][NH2:56])[CH2:51]1. (3) Given the product [ClH:22].[CH3:1][N:2]1[CH:6]=[C:5]([C:7]([CH:9]2[CH2:14][CH2:13][NH:12][CH2:11][CH2:10]2)=[O:8])[CH:4]=[N:3]1, predict the reactants needed to synthesize it. The reactants are: [CH3:1][N:2]1[CH:6]=[C:5]([C:7]([CH:9]2[CH2:14][CH2:13][N:12](C(OC(C)(C)C)=O)[CH2:11][CH2:10]2)=[O:8])[CH:4]=[N:3]1.[ClH:22].